This data is from Full USPTO retrosynthesis dataset with 1.9M reactions from patents (1976-2016). The task is: Predict the reactants needed to synthesize the given product. (1) Given the product [CH2:3]([N:10]([CH2:30][C:31]1[CH:32]=[CH:33][CH:34]=[CH:35][CH:36]=1)[C:11]1[C:16]2[N:17]=[C:18]([CH2:24][O:25][CH2:26][CH3:27])[N:19]([NH:20][CH:21]([CH3:23])[CH3:22])[C:15]=2[C:14]([CH3:28])=[C:13]([CH3:29])[N:12]=1)[C:4]1[CH:5]=[CH:6][CH:7]=[CH:8][CH:9]=1, predict the reactants needed to synthesize it. The reactants are: [BH4-].[Na+].[CH2:3]([N:10]([CH2:30][C:31]1[CH:36]=[CH:35][CH:34]=[CH:33][CH:32]=1)[C:11]1[C:16]2[N:17]=[C:18]([CH2:24][O:25][CH2:26][CH3:27])[N:19]([N:20]=[C:21]([CH3:23])[CH3:22])[C:15]=2[C:14]([CH3:28])=[C:13]([CH3:29])[N:12]=1)[C:4]1[CH:9]=[CH:8][CH:7]=[CH:6][CH:5]=1. (2) Given the product [Br-:32].[OH:34][C:35]([C:55]1[S:56][CH:57]=[CH:58][CH:59]=1)([C:60]1[S:61][CH:62]=[CH:63][CH:64]=1)[C:36]([O:38][C@@H:39]1[CH2:44][CH2:43][CH2:42][N@+:41]([CH3:54])([CH2:45][CH2:46][O:47][C:48]2[CH:53]=[CH:52][CH:51]=[CH:50][CH:49]=2)[CH2:40]1)=[O:37], predict the reactants needed to synthesize it. The reactants are: CN1CCC[C@@H](OC(=O)C(O)(C2SC=CC=2)C2SC=CC=2)C1.O(CC[Br:32])C1C=CC=CC=1.[Br-].[OH:34][C:35]([C:60]1[S:61][CH:62]=[CH:63][CH:64]=1)([C:55]1[S:56][CH:57]=[CH:58][CH:59]=1)[C:36]([O:38][C@@H:39]1[CH2:44][CH2:43][CH2:42][N+:41]([CH3:54])([CH2:45][CH2:46][O:47][C:48]2[CH:53]=[CH:52][CH:51]=[CH:50][CH:49]=2)[CH2:40]1)=[O:37].